From a dataset of P-glycoprotein inhibition data for predicting drug efflux from Broccatelli et al.. Regression/Classification. Given a drug SMILES string, predict its absorption, distribution, metabolism, or excretion properties. Task type varies by dataset: regression for continuous measurements (e.g., permeability, clearance, half-life) or binary classification for categorical outcomes (e.g., BBB penetration, CYP inhibition). Dataset: pgp_broccatelli. (1) The molecule is CN(C)CCCN1c2ccccc2CCc2ccccc21. The result is 0 (non-inhibitor). (2) The compound is CCNC(=O)c1c2n(c3c(N4CCN(CCc5ccc(F)c(F)c5)CC4)ncnc13)CCCC2. The result is 1 (inhibitor). (3) The compound is COc1cccc(C(=O)Nc2ccccc2C(=O)Nc2ccc(CCN3CCc4cc(OC)c(OC)cc4C3)cc2)c1. The result is 1 (inhibitor). (4) The drug is CCCOc1cc2oc(-c3ccccc3)cc(=O)c2c(O)c1OCCC. The result is 1 (inhibitor). (5) The compound is COc1cccc(CCc2ccccc2NCc2cccc(OC)c2)c1. The result is 1 (inhibitor).